Dataset: Forward reaction prediction with 1.9M reactions from USPTO patents (1976-2016). Task: Predict the product of the given reaction. (1) Given the reactants [Br:1][C:2]1[C:7]2[N:8]=[C:9](Br)[NH:10][C:6]=2[C:5]([Br:12])=[C:4]([Br:13])[C:3]=1[Br:14].[NH2:15][CH2:16][CH2:17][N:18]1[CH2:23][CH2:22][O:21][CH2:20][CH2:19]1, predict the reaction product. The product is: [Br:1][C:2]1[C:7]2[N:8]=[C:9]([NH:15][CH2:16][CH2:17][N:18]3[CH2:23][CH2:22][O:21][CH2:20][CH2:19]3)[NH:10][C:6]=2[C:5]([Br:12])=[C:4]([Br:13])[C:3]=1[Br:14]. (2) Given the reactants [Br:1][C:2]1[C:3]2[N:4]([CH:12]=[C:13]([C:15]3[O:19][N:18]=[C:17]([C:20]4[C:25]([CH3:26])=[CH:24][C:23]([CH2:27][CH2:28][C:29]([O:31]C(C)(C)C)=[O:30])=[C:22]([Cl:36])[CH:21]=4)[N:16]=3)[N:14]=2)[CH:5]=[C:6]([C:8]([F:11])([F:10])[F:9])[CH:7]=1, predict the reaction product. The product is: [Br:1][C:2]1[C:3]2[N:4]([CH:12]=[C:13]([C:15]3[O:19][N:18]=[C:17]([C:20]4[C:25]([CH3:26])=[CH:24][C:23]([CH2:27][CH2:28][C:29]([OH:31])=[O:30])=[C:22]([Cl:36])[CH:21]=4)[N:16]=3)[N:14]=2)[CH:5]=[C:6]([C:8]([F:9])([F:11])[F:10])[CH:7]=1. (3) The product is: [N:1]([CH2:25][C:24]([C:16]1[C:17]2[O:18][CH2:19][C:20](=[O:23])[NH:21][C:22]=2[C:13]([O:12][CH2:5][C:6]2[CH:11]=[CH:10][CH:9]=[CH:8][CH:7]=2)=[CH:14][CH:15]=1)=[O:27])=[N+:2]=[N-:3]. Given the reactants [N-:1]=[N+:2]=[N-:3].[Na+].[CH2:5]([O:12][C:13]1[C:22]2[NH:21][C:20](=[O:23])[CH2:19][O:18][C:17]=2[C:16]([C:24](=[O:27])[CH2:25]Cl)=[CH:15][CH:14]=1)[C:6]1[CH:11]=[CH:10][CH:9]=[CH:8][CH:7]=1, predict the reaction product. (4) Given the reactants [F:1][C:2]1[CH:7]=[CH:6][CH:5]=[C:4]([N:8]=[C:9]=[S:10])[CH:3]=1.[CH3:11][OH:12], predict the reaction product. The product is: [CH3:11][O:12][C:9](=[S:10])[NH:8][C:4]1[CH:5]=[CH:6][CH:7]=[C:2]([F:1])[CH:3]=1. (5) Given the reactants Cl[C:2]1[N:3]=[CH:4][C:5]([C:8]([NH:10][C:11]2[NH:12][N:13]=[C:14]([CH2:16][CH2:17][C:18]3[CH:23]=[C:22]([O:24][CH3:25])[CH:21]=[C:20]([O:26][CH3:27])[CH:19]=3)[CH:15]=2)=[O:9])=[N:6][CH:7]=1.[CH3:28][N:29]1[CH2:34][CH2:33][NH:32][CH2:31][CH:30]1[CH3:35], predict the reaction product. The product is: [CH3:27][O:26][C:20]1[CH:19]=[C:18]([CH2:17][CH2:16][C:14]2[CH:15]=[C:11]([NH:10][C:8]([C:5]3[CH:4]=[N:3][C:2]([N:32]4[CH2:33][CH2:34][N:29]([CH3:28])[CH:30]([CH3:35])[CH2:31]4)=[CH:7][N:6]=3)=[O:9])[NH:12][N:13]=2)[CH:23]=[C:22]([O:24][CH3:25])[CH:21]=1.